From a dataset of Catalyst prediction with 721,799 reactions and 888 catalyst types from USPTO. Predict which catalyst facilitates the given reaction. Reactant: [N:1]([CH2:4][C:5]1([CH3:20])[CH2:10][O:9][CH:8]([C:11]2[N:15]([CH3:16])[N:14]=[CH:13][C:12]=2[N+:17]([O-:19])=[O:18])[O:7][CH2:6]1)=[N+]=[N-].C([O-])=O.[NH4+].CCN(CC)CC.[F:32][C:33]([F:44])([F:43])[C:34](O[C:34](=[O:35])[C:33]([F:44])([F:43])[F:32])=[O:35]. Product: [F:32][C:33]([F:44])([F:43])[C:34]([NH:1][CH2:4][C:5]1([CH3:20])[CH2:10][O:9][CH:8]([C:11]2[N:15]([CH3:16])[N:14]=[CH:13][C:12]=2[N+:17]([O-:19])=[O:18])[O:7][CH2:6]1)=[O:35]. The catalyst class is: 403.